Dataset: Forward reaction prediction with 1.9M reactions from USPTO patents (1976-2016). Task: Predict the product of the given reaction. Given the reactants C([O:8][N:9]([CH2:12][C@@H:13]([CH2:17][CH2:18][CH2:19][CH3:20])[C:14](O)=[O:15])[CH:10]=[O:11])C1C=CC=CC=1.[Cl:21][C:22]1[C:35]([F:36])=[CH:34][C:25]2[NH:26][C:27]([C@@H:29]3[CH2:33][CH2:32][CH2:31][NH:30]3)=[N:28][C:24]=2[CH:23]=1, predict the reaction product. The product is: [Cl:21][C:22]1[C:35]([F:36])=[CH:34][C:25]2[NH:26][C:27]([C@@H:29]3[CH2:33][CH2:32][CH2:31][N:30]3[C:14]([C@H:13]([CH2:17][CH2:18][CH2:19][CH3:20])[CH2:12][N:9]([OH:8])[CH:10]=[O:11])=[O:15])=[N:28][C:24]=2[CH:23]=1.